From a dataset of Forward reaction prediction with 1.9M reactions from USPTO patents (1976-2016). Predict the product of the given reaction. (1) Given the reactants [ClH:1].[CH3:2][O:3][C:4](=[O:8])[C@H:5]([CH3:7])[NH2:6].C(N(CC)CC)C.Cl[C:17]1([N+:24]([O-:26])=[O:25])[CH:22]=[CH:21]C=C(Cl)N1.[CH3:27][N:28]([CH:30]=O)C, predict the reaction product. The product is: [CH3:2][O:3][C:4](=[O:8])[C@@H:5]([NH:6][C:30]1[C:17]([N+:24]([O-:26])=[O:25])=[CH:22][CH:21]=[C:27]([Cl:1])[N:28]=1)[CH3:7]. (2) Given the reactants Br[C:2]1[CH:7]=[CH:6][C:5]([C:8]2[CH:9]=[N:10][N:11]([CH2:13][CH2:14][O:15][CH3:16])[CH:12]=2)=[CH:4][CH:3]=1.[B:17]1([B:17]2[O:21][C:20]([CH3:23])([CH3:22])[C:19]([CH3:25])([CH3:24])[O:18]2)[O:21][C:20]([CH3:23])([CH3:22])[C:19]([CH3:25])([CH3:24])[O:18]1.CC(C1C=C(C(C)C)C(C2C=CC=CC=2P(C2CCCCC2)C2CCCCC2)=C(C(C)C)C=1)C.C([O-])(=O)C.[K+], predict the reaction product. The product is: [CH3:16][O:15][CH2:14][CH2:13][N:11]1[CH:12]=[C:8]([C:5]2[CH:6]=[CH:7][C:2]([B:17]3[O:21][C:20]([CH3:23])([CH3:22])[C:19]([CH3:25])([CH3:24])[O:18]3)=[CH:3][CH:4]=2)[CH:9]=[N:10]1. (3) Given the reactants [CH:1]12[CH2:7][CH:4]([CH2:5][CH2:6]1)[CH2:3][CH:2]2[NH:8][C:9]1[S:10][C:11]([CH2:25][CH2:26][O:27][Si](C(C)(C)C)(C)C)([CH2:15][CH2:16][O:17][Si](C(C)(C)C)(C)C)[C:12](=[O:14])[N:13]=1.Cl, predict the reaction product. The product is: [CH:1]12[CH2:7][CH:4]([CH2:5][CH2:6]1)[CH2:3][CH:2]2[NH:8][C:9]1[S:10][C:11]([CH2:15][CH2:16][OH:17])([CH2:25][CH2:26][OH:27])[C:12](=[O:14])[N:13]=1. (4) Given the reactants [Br:1][C:2]1[C:10]2[S:9][C:8]([C:11]([OH:13])=O)=[CH:7][C:6]=2[CH:5]=[CH:4][CH:3]=1.[C:14]1([NH2:25])[C:19](F)=[C:18](F)[C:17](F)=[C:16](N)C=1F.[ClH:26].Cl.CN(C(O[N:36]1N=N[C:38]2C=CC=N[C:37]1=2)=[N+](C)C)C.F[P-](F)(F)(F)(F)F.C(N(CC)C(C)C)(C)C, predict the reaction product. The product is: [ClH:26].[N:25]12[CH2:16][CH2:17][CH:18]([CH2:19][CH2:14]1)[C@@H:37]([NH:36][C:11]([C:8]1[S:9][C:10]3[C:2]([Br:1])=[CH:3][CH:4]=[CH:5][C:6]=3[CH:7]=1)=[O:13])[CH2:38]2. (5) Given the reactants [H-].[Na+].[C:3]1([SH:9])[CH:8]=[CH:7][CH:6]=[CH:5][CH:4]=1.Br[CH2:11][CH2:12][CH2:13][CH2:14][O:15][C:16](=[O:18])[CH3:17].Cl, predict the reaction product. The product is: [C:3]1([S:9][CH2:11][CH2:12][CH2:13][CH2:14][O:15][C:16](=[O:18])[CH3:17])[CH:8]=[CH:7][CH:6]=[CH:5][CH:4]=1.